From a dataset of NCI-60 drug combinations with 297,098 pairs across 59 cell lines. Regression. Given two drug SMILES strings and cell line genomic features, predict the synergy score measuring deviation from expected non-interaction effect. (1) Synergy scores: CSS=37.6, Synergy_ZIP=3.41, Synergy_Bliss=1.25, Synergy_Loewe=-29.8, Synergy_HSA=3.08. Drug 1: CC1=C2C(C(=O)C3(C(CC4C(C3C(C(C2(C)C)(CC1OC(=O)C(C(C5=CC=CC=C5)NC(=O)OC(C)(C)C)O)O)OC(=O)C6=CC=CC=C6)(CO4)OC(=O)C)OC)C)OC. Drug 2: COC1=CC(=CC(=C1O)OC)C2C3C(COC3=O)C(C4=CC5=C(C=C24)OCO5)OC6C(C(C7C(O6)COC(O7)C8=CC=CS8)O)O. Cell line: NCI-H322M. (2) Drug 1: CN(CC1=CN=C2C(=N1)C(=NC(=N2)N)N)C3=CC=C(C=C3)C(=O)NC(CCC(=O)O)C(=O)O. Drug 2: CN(C(=O)NC(C=O)C(C(C(CO)O)O)O)N=O. Cell line: RXF 393. Synergy scores: CSS=3.31, Synergy_ZIP=-0.964, Synergy_Bliss=3.45, Synergy_Loewe=-2.83, Synergy_HSA=0.343. (3) Drug 1: CN1CCC(CC1)COC2=C(C=C3C(=C2)N=CN=C3NC4=C(C=C(C=C4)Br)F)OC. Drug 2: CCC1=CC2CC(C3=C(CN(C2)C1)C4=CC=CC=C4N3)(C5=C(C=C6C(=C5)C78CCN9C7C(C=CC9)(C(C(C8N6C)(C(=O)OC)O)OC(=O)C)CC)OC)C(=O)OC.C(C(C(=O)O)O)(C(=O)O)O. Cell line: SF-295. Synergy scores: CSS=55.5, Synergy_ZIP=5.53, Synergy_Bliss=6.68, Synergy_Loewe=-20.8, Synergy_HSA=7.60. (4) Synergy scores: CSS=37.1, Synergy_ZIP=2.35, Synergy_Bliss=2.94, Synergy_Loewe=4.52, Synergy_HSA=5.30. Drug 2: CC1=C(C(=O)C2=C(C1=O)N3CC4C(C3(C2COC(=O)N)OC)N4)N. Drug 1: CC12CCC3C(C1CCC2=O)CC(=C)C4=CC(=O)C=CC34C. Cell line: MCF7. (5) Drug 1: CCC1(CC2CC(C3=C(CCN(C2)C1)C4=CC=CC=C4N3)(C5=C(C=C6C(=C5)C78CCN9C7C(C=CC9)(C(C(C8N6C=O)(C(=O)OC)O)OC(=O)C)CC)OC)C(=O)OC)O.OS(=O)(=O)O. Drug 2: C1=CN(C=N1)CC(O)(P(=O)(O)O)P(=O)(O)O. Cell line: SW-620. Synergy scores: CSS=3.28, Synergy_ZIP=-0.583, Synergy_Bliss=0.368, Synergy_Loewe=1.11, Synergy_HSA=-0.564.